Dataset: Full USPTO retrosynthesis dataset with 1.9M reactions from patents (1976-2016). Task: Predict the reactants needed to synthesize the given product. (1) Given the product [CH3:1][C:2]1[CH:41]=[C:40]([CH3:42])[CH:39]=[CH:38][C:3]=1[C:4]([O:6][CH2:7][C:8]1[CH:9]=[CH:10][C:11]([CH:14]([CH2:28][NH:29][CH3:30])[C:15]([NH:17][C:18]2[CH:19]=[C:20]3[C:25](=[CH:26][CH:27]=2)[CH:24]=[N:23][CH:22]=[CH:21]3)=[O:16])=[CH:12][CH:13]=1)=[O:5], predict the reactants needed to synthesize it. The reactants are: [CH3:1][C:2]1[CH:41]=[C:40]([CH3:42])[CH:39]=[CH:38][C:3]=1[C:4]([O:6][CH2:7][C:8]1[CH:13]=[CH:12][C:11]([CH:14]([CH2:28][N:29](C(OC(C)(C)C)=O)[CH3:30])[C:15]([NH:17][C:18]2[CH:19]=[C:20]3[C:25](=[CH:26][CH:27]=2)[CH:24]=[N:23][CH:22]=[CH:21]3)=[O:16])=[CH:10][CH:9]=1)=[O:5].Cl. (2) The reactants are: [Cl:1][C:2]1[C:7]([C:8]2[CH:9]=[CH:10][C:11]3[C:12]4[CH:20]=[N:19][NH:18][C:13]=4[N:14]=[CH:15][C:16]=3[CH:17]=2)=[C:6]([F:21])[CH:5]=[CH:4][C:3]=1[NH:22][S:23]([CH2:26][CH2:27][CH3:28])(=[O:25])=[O:24].C1C(=O)N([Br:36])C(=O)C1. Given the product [Br:36][C:20]1[C:12]2[C:11]3[CH:10]=[CH:9][C:8]([C:7]4[C:2]([Cl:1])=[C:3]([NH:22][S:23]([CH2:26][CH2:27][CH3:28])(=[O:24])=[O:25])[CH:4]=[CH:5][C:6]=4[F:21])=[CH:17][C:16]=3[CH:15]=[N:14][C:13]=2[NH:18][N:19]=1, predict the reactants needed to synthesize it. (3) Given the product [Cl:13][C:5]1[C:4]2[C:9](=[CH:10][CH:11]=[C:2]([NH:19][CH2:18][C:17]3[CH:16]=[C:15]([Cl:14])[CH:22]=[C:21]([Cl:23])[CH:20]=3)[CH:3]=2)[C:8](=[O:12])[NH:7][N:6]=1, predict the reactants needed to synthesize it. The reactants are: Br[C:2]1[CH:3]=[C:4]2[C:9](=[CH:10][CH:11]=1)[C:8](=[O:12])[NH:7][N:6]=[C:5]2[Cl:13].[Cl:14][C:15]1[CH:16]=[C:17]([CH:20]=[C:21]([Cl:23])[CH:22]=1)[CH2:18][NH2:19].C1C=CC(P(C2C(C3C(P(C4C=CC=CC=4)C4C=CC=CC=4)=CC=C4C=3C=CC=C4)=C3C(C=CC=C3)=CC=2)C2C=CC=CC=2)=CC=1.CC([O-])(C)C.[Na+]. (4) Given the product [Br:19][C:20]1[CH:25]=[CH:24][C:23]([N:6]2[CH:5]=[C:4]3[C:8]([C:9]([C:11]([NH2:13])=[O:12])=[CH:10][C:2]([F:1])=[CH:3]3)=[N:7]2)=[CH:22][CH:21]=1, predict the reactants needed to synthesize it. The reactants are: [F:1][C:2]1[CH:3]=[C:4]2[C:8](=[C:9]([C:11]([NH2:13])=[O:12])[CH:10]=1)[NH:7][N:6]=[CH:5]2.CN(C=O)C.[Br:19][C:20]1[CH:25]=[CH:24][C:23](F)=[CH:22][CH:21]=1. (5) Given the product [C:1]([N:4]1[C:12]2[C:7](=[CH:8][C:9]([F:14])=[C:10]([Br:13])[CH:11]=2)[C:6](=[O:15])[C:5]1([CH3:20])[CH3:16])(=[O:3])[CH3:2], predict the reactants needed to synthesize it. The reactants are: [C:1]([N:4]1[C:12]2[C:7](=[CH:8][C:9]([F:14])=[C:10]([Br:13])[CH:11]=2)[C:6](=[O:15])[CH:5]1[CH3:16])(=[O:3])[CH3:2].[H-].[Na+].I[CH3:20]. (6) Given the product [CH3:27][C:25]1[CH:24]=[C:23]([C:28]2[CH:29]=[N:30][C:31]([C:34]([F:36])([F:37])[F:35])=[CH:32][CH:33]=2)[N:22]=[C:21]([C:17]2[N:16]=[C:15]([C:11]3[CH:10]=[C:9]([S:6]([NH2:5])(=[O:8])=[O:7])[CH:14]=[CH:13][CH:12]=3)[CH:20]=[CH:19][CH:18]=2)[N:26]=1, predict the reactants needed to synthesize it. The reactants are: C([NH:5][S:6]([C:9]1[CH:14]=[CH:13][CH:12]=[C:11]([C:15]2[CH:20]=[CH:19][CH:18]=[C:17]([C:21]3[N:26]=[C:25]([CH3:27])[CH:24]=[C:23]([C:28]4[CH:29]=[N:30][C:31]([C:34]([F:37])([F:36])[F:35])=[CH:32][CH:33]=4)[N:22]=3)[N:16]=2)[CH:10]=1)(=[O:8])=[O:7])(C)(C)C.C(O)(C(F)(F)F)=O. (7) Given the product [Cl:45][C:42]1[CH:43]=[C:44]2[NH:15][C:16](=[O:46])[C:17]3([CH:22]([C:23]4[CH:28]=[CH:27][CH:26]=[C:25]([Cl:29])[CH:24]=4)[CH2:21][C:20](=[O:30])[N:19]([CH3:31])[CH:18]3[C:32]3[CH:37]=[CH:36][CH:35]=[CH:34][C:33]=3[CH3:38])[C:39]2=[CH:40][CH:41]=1, predict the reactants needed to synthesize it. The reactants are: FC(F)(F)C(O)=O.C(OC([N:15]1[C:44]2[C:39](=[CH:40][CH:41]=[C:42]([Cl:45])[CH:43]=2)[C:17]2([CH:22]([C:23]3[CH:28]=[CH:27][CH:26]=[C:25]([Cl:29])[CH:24]=3)[CH2:21][C:20](=[O:30])[N:19]([CH3:31])[CH:18]2[C:32]2[CH:37]=[CH:36][CH:35]=[CH:34][C:33]=2[CH3:38])[C:16]1=[O:46])=O)(C)(C)C. (8) The reactants are: CO[C:3]([C:5]1[CH:10]=[C:9]([CH3:11])[C:8](=[O:12])[N:7]([CH3:13])[C:6]=1[NH:14][C:15]1[CH:20]=[CH:19][C:18]([I:21])=[CH:17][C:16]=1[F:22])=[O:4].[CH:23]([O:25][CH2:26][CH2:27][O:28][NH2:29])=[CH2:24].C[Si]([NH-])(C)C.C[Si]([NH-])(C)C.[Li+].[Li+].O.Cl. Given the product [CH:23]([O:25][CH2:26][CH2:27][O:28][NH:29][C:3]([C:5]1[CH:10]=[C:9]([CH3:11])[C:8](=[O:12])[N:7]([CH3:13])[C:6]=1[NH:14][C:15]1[CH:20]=[CH:19][C:18]([I:21])=[CH:17][C:16]=1[F:22])=[O:4])=[CH2:24], predict the reactants needed to synthesize it. (9) Given the product [CH3:1][O:3][C:4]1[CH:9]=[CH:8][N:7]([C:10]2[CH:15]=[CH:14][C:13]([F:16])=[CH:12][CH:11]=2)[C:6](=[O:17])[C:5]=1[C:18]([O:20][CH3:21])=[O:19], predict the reactants needed to synthesize it. The reactants are: [CH2:1]([O:3][C:4]1[CH:9]=[CH:8][N:7]([C:10]2[CH:15]=[CH:14][C:13]([F:16])=[CH:12][CH:11]=2)[C:6](=[O:17])[C:5]=1[C:18]([O:20][CH2:21]C)=[O:19])C.C[O-].[Na+]. (10) The reactants are: [CH:1]([N:4](C(C)C)CC)(C)C.[Cl:10][C:11]1[N:12]=[C:13](Cl)[C:14]2[CH2:19][CH2:18][CH2:17][C:15]=2[N:16]=1.[NH:21]1[CH2:26][CH2:25][CH2:24][C@@H:23]([C:27]([OH:29])=O)[CH2:22]1.Cl.CN.Cl.CN(C)CCCN=C=NCC.O.ON1C2C=CC=CC=2N=N1. Given the product [Cl:10][C:11]1[N:12]=[C:13]([N:21]2[CH2:26][CH2:25][CH2:24][C@@H:23]([C:27]([NH:4][CH3:1])=[O:29])[CH2:22]2)[C:14]2[CH2:19][CH2:18][CH2:17][C:15]=2[N:16]=1, predict the reactants needed to synthesize it.